From a dataset of TCR-epitope binding with 47,182 pairs between 192 epitopes and 23,139 TCRs. Binary Classification. Given a T-cell receptor sequence (or CDR3 region) and an epitope sequence, predict whether binding occurs between them. The epitope is VLAWLYAAV. The TCR CDR3 sequence is CASSISGNTDTQYF. Result: 1 (the TCR binds to the epitope).